Predict the product of the given reaction. From a dataset of Forward reaction prediction with 1.9M reactions from USPTO patents (1976-2016). (1) Given the reactants [NH2:1][CH2:2][C@H:3]([OH:5])[CH3:4].C(O)(=O)C.[F:10][C:11]([F:27])([F:26])[C@@H:12]([NH:21][S:22]([CH3:25])(=[O:24])=[O:23])[C:13]1[CH:18]=[CH:17][C:16]([CH:19]=O)=[CH:15][CH:14]=1.C(O[BH-](OC(=O)C)OC(=O)C)(=O)C.[Na+], predict the reaction product. The product is: [F:27][C:11]([F:10])([F:26])[C@@H:12]([NH:21][S:22]([CH3:25])(=[O:24])=[O:23])[C:13]1[CH:14]=[CH:15][C:16]([CH2:19][NH:1][CH2:2][C@H:3]([OH:5])[CH3:4])=[CH:17][CH:18]=1. (2) Given the reactants O[C:2]1[C:3]2[N:11]=[CH:10][CH:9]=[C:8]([C:12]([NH2:14])=[O:13])[C:4]=2[N:5]=[CH:6][N:7]=1.Cl.[NH2:16][C@@H:17]([C:34]1[CH:39]=[CH:38][C:37]([C:40]([F:43])([F:42])[F:41])=[C:36]([F:44])[CH:35]=1)[CH2:18][N:19]([CH2:32][CH3:33])S(C1C=CC([N+]([O-])=O)=CC=1)(=O)=O, predict the reaction product. The product is: [CH2:32]([NH:19][CH2:18][C@@H:17]([NH:16][C:2]1[C:3]2[N:11]=[CH:10][CH:9]=[C:8]([C:12]([NH2:14])=[O:13])[C:4]=2[N:5]=[CH:6][N:7]=1)[C:34]1[CH:39]=[CH:38][C:37]([C:40]([F:41])([F:43])[F:42])=[C:36]([F:44])[CH:35]=1)[CH3:33]. (3) The product is: [F:1][C:2]1[CH:7]=[CH:6][C:5]([N:8]2[C:12]3=[N:13][CH:14]=[CH:15][C:16]([B:21]([OH:22])[OH:20])=[C:11]3[CH:10]=[N:9]2)=[CH:4][CH:3]=1. Given the reactants [F:1][C:2]1[CH:7]=[CH:6][C:5]([N:8]2[C:12]3=[N:13][CH:14]=[CH:15][C:16](I)=[C:11]3[CH:10]=[N:9]2)=[CH:4][CH:3]=1.CC1(C)C(C)(C)[O:22][B:21](B2OC(C)(C)C(C)(C)O2)[O:20]1.C([O-])(=O)C.[K+], predict the reaction product. (4) The product is: [CH3:16][N:14]([CH3:15])[C:11]1[CH:10]=[CH:9][C:8]([CH:6]2[CH2:7][CH:1]3[N:17]([C:18]([C:19]4[CH:24]=[CH:23][CH:22]=[CH:21][CH:20]=4)([C:31]4[CH:32]=[CH:33][CH:34]=[CH:35][CH:36]=4)[C:25]4[CH:26]=[CH:27][CH:28]=[CH:29][CH:30]=4)[CH:5]2[CH2:4][CH2:3][CH2:2]3)=[CH:13][N:12]=1. Given the reactants [CH:1]12[NH:17][CH:5]([CH:6]([C:8]3[CH:9]=[CH:10][C:11]([N:14]([CH3:16])[CH3:15])=[N:12][CH:13]=3)[CH2:7]1)[CH2:4][CH2:3][CH2:2]2.[C:18](Cl)([C:31]1[CH:36]=[CH:35][CH:34]=[CH:33][CH:32]=1)([C:25]1[CH:30]=[CH:29][CH:28]=[CH:27][CH:26]=1)[C:19]1[CH:24]=[CH:23][CH:22]=[CH:21][CH:20]=1, predict the reaction product.